Dataset: Forward reaction prediction with 1.9M reactions from USPTO patents (1976-2016). Task: Predict the product of the given reaction. Given the reactants [NH2:1][C:2]1[CH:3]=[C:4]([CH2:8][OH:9])[CH:5]=[CH:6][CH:7]=1.[C:10](O[C:10]([C:12]([F:15])([F:14])[F:13])=[O:11])([C:12]([F:15])([F:14])[F:13])=[O:11], predict the reaction product. The product is: [F:13][C:12]([F:14])([F:15])[C:10]([O:9][CH2:8][C:4]1[CH:5]=[CH:6][CH:7]=[C:2]([NH:1][C:10](=[O:11])[C:12]([F:15])([F:14])[F:13])[CH:3]=1)=[O:11].